Dataset: Forward reaction prediction with 1.9M reactions from USPTO patents (1976-2016). Task: Predict the product of the given reaction. (1) The product is: [CH3:18][O:19][CH2:20][CH2:21][O:22][C@@H:6]1[C@H:7]([OH:12])[C@@H:8]([CH2:10][OH:11])[O:9][C@H:5]1[N:4]1[CH:3]=[C:2]([CH3:1])[C:16](=[O:17])[NH:15][C:14]1=[O:13]. Given the reactants [CH3:1][C:2]1[C:16](=[O:17])[N:15]=[C:14]2[N:4]([C@@H:5]3[O:9][C@H:8]([CH2:10][OH:11])[C@@H:7]([OH:12])[C@@H:6]3[O:13]2)[CH:3]=1.[CH3:18][O:19][CH2:20][CH2:21][O:22]B([O:22][CH2:21][CH2:20][O:19][CH3:18])[O:22][CH2:21][CH2:20][O:19][CH3:18], predict the reaction product. (2) Given the reactants [F:1][C:2]1([F:17])[O:6][C:5]2[CH:7]=[CH:8][C:9]([C:11]3([C:14](Cl)=[O:15])[CH2:13][CH2:12]3)=[CH:10][C:4]=2[O:3]1.[NH2:18][C:19]1[N:24]=[C:23]([C:25]2[CH:37]=[CH:36][C:28]([C:29]([O:31][C:32]([CH3:35])([CH3:34])[CH3:33])=[O:30])=[CH:27][CH:26]=2)[C:22]([CH3:38])=[CH:21][N:20]=1, predict the reaction product. The product is: [F:1][C:2]1([F:17])[O:6][C:5]2[CH:7]=[CH:8][C:9]([C:11]3([C:14]([NH:18][C:19]4[N:24]=[C:23]([C:25]5[CH:26]=[CH:27][C:28]([C:29]([O:31][C:32]([CH3:33])([CH3:34])[CH3:35])=[O:30])=[CH:36][CH:37]=5)[C:22]([CH3:38])=[CH:21][N:20]=4)=[O:15])[CH2:13][CH2:12]3)=[CH:10][C:4]=2[O:3]1. (3) Given the reactants [Br:1][C:2]1[CH:7]=[CH:6][C:5](/[CH:8]=[CH:9]/C(O)=O)=[CH:4][C:3]=1[O:13][CH3:14].C([N:17]([CH2:20]C)CC)C.C1(P(N=[N+]=[N-])(C2C=CC=CC=2)=[O:29])C=CC=CC=1, predict the reaction product. The product is: [Br:1][C:2]1[CH:7]=[C:6]2[C:5]([CH:8]=[CH:9][NH:17][C:20]2=[O:29])=[CH:4][C:3]=1[O:13][CH3:14].